From a dataset of Reaction yield outcomes from USPTO patents with 853,638 reactions. Predict the reaction yield, written as a fraction of the theoretical maximum amount of product (1.0 means a 100% yield; for example, 0.34 means a 34% yield). (1) The reactants are [CH3:1][O:2][C:3](=[O:26])[CH:4]([C:9]1[CH:10]=[C:11]([C:16]2[CH:21]=[CH:20][C:19]([C:22]([F:25])([F:24])[F:23])=[CH:18][CH:17]=2)[CH:12]=[C:13]([OH:15])[CH:14]=1)[CH2:5][CH:6]([CH3:8])[CH3:7].[F:27][C:28]1[CH:33]=[CH:32][C:31](B(O)O)=[CH:30][C:29]=1[O:37][CH3:38]. No catalyst specified. The product is [CH3:1][O:2][C:3](=[O:26])[CH:4]([C:9]1[CH:10]=[C:11]([C:16]2[CH:17]=[CH:18][C:19]([C:22]([F:23])([F:25])[F:24])=[CH:20][CH:21]=2)[CH:12]=[C:13]([O:15][C:31]2[CH:32]=[CH:33][C:28]([F:27])=[C:29]([O:37][CH3:38])[CH:30]=2)[CH:14]=1)[CH2:5][CH:6]([CH3:8])[CH3:7]. The yield is 0.300. (2) The reactants are [CH3:1][C:2]1[CH:3]=[C:4]([O:15][C:16]2[C:25]3[C:20](=[CH:21][C:22]([OH:28])=[C:23]([O:26][CH3:27])[CH:24]=3)[N:19]=[CH:18][CH:17]=2)[C:5]([C:9]2[CH:10]=[N:11][CH:12]=[CH:13][CH:14]=2)=[N:6][C:7]=1[CH3:8].C(=O)([O-])[O-].[K+].[K+].[CH2:35]([CH:37]1[O:39][CH2:38]1)Br.O. The catalyst is CN(C)C=O. The product is [CH3:27][O:26][C:23]1[CH:24]=[C:25]2[C:20](=[CH:21][C:22]=1[O:28][CH2:35][CH:37]1[CH2:38][O:39]1)[N:19]=[CH:18][CH:17]=[C:16]2[O:15][C:4]1[C:5]([C:9]2[CH:10]=[N:11][CH:12]=[CH:13][CH:14]=2)=[N:6][C:7]([CH3:8])=[C:2]([CH3:1])[CH:3]=1. The yield is 0.590. (3) The reactants are [F:1][C:2]([F:28])([C:22]1[CH:27]=[CH:26][CH:25]=[CH:24][CH:23]=1)[C:3]1[NH:4][C:5](=[O:21])[C:6]2[CH2:12][CH2:11][N:10](C(OC(C)(C)C)=O)[CH2:9][CH2:8][C:7]=2[N:20]=1.F[B-](F)(F)F.[CH3:34][O+](C)C. No catalyst specified. The product is [F:1][C:2]([F:28])([C:22]1[CH:27]=[CH:26][CH:25]=[CH:24][CH:23]=1)[C:3]1[N:4]=[C:5]([O:21][CH3:34])[C:6]2[CH2:12][CH2:11][NH:10][CH2:9][CH2:8][C:7]=2[N:20]=1. The yield is 1.00.